Predict the product of the given reaction. From a dataset of Forward reaction prediction with 1.9M reactions from USPTO patents (1976-2016). (1) Given the reactants C(=O)([O-])[O-].[Na+].[Na+].Cl.[NH2:8][OH:9].[C:18](O[C:18]([O:20][C:21]([CH3:24])([CH3:23])[CH3:22])=[O:19])([O:20][C:21]([CH3:24])([CH3:23])[CH3:22])=[O:19].C[Si](C#C)(C)C.I([O-])(=O)(=O)=O.C([N+](CCCC)(CCCC)CCCC)CCC.[CH:53]1[CH2:57][CH:56]=[CH:55][CH:54]=1, predict the reaction product. The product is: [C:21]([O:20][C:18]([N:8]1[CH:57]2[CH2:53][CH:54]([CH:55]=[CH:56]2)[O:9]1)=[O:19])([CH3:22])([CH3:23])[CH3:24]. (2) Given the reactants Cl.[NH:2]([C:4]1[CH:5]=[C:6]([CH:10]=[CH:11][C:12]=1[CH3:13])[C:7]([OH:9])=[O:8])[NH2:3].[CH2:14]([O:16][C:17](=[O:26])[C:18]([C:24]#[N:25])=[C:19]=COCC)[CH3:15].C(N(CC)CC)C, predict the reaction product. The product is: [CH2:14]([O:16][C:17]([C:18]1[CH:19]=[N:3][N:2]([C:4]2[CH:5]=[C:6]([C:7]([OH:9])=[O:8])[CH:10]=[CH:11][C:12]=2[CH3:13])[C:24]=1[NH2:25])=[O:26])[CH3:15]. (3) Given the reactants [CH:1]1([CH2:6][CH:7]([N:16]2[C:24]3[C:19](=[CH:20][CH:21]=[C:22](SC)[CH:23]=3)[CH2:18][C:17]2=[O:27])[C:8]([NH:10][C:11]2[S:12][CH:13]=[CH:14][N:15]=2)=[O:9])[CH2:5][CH2:4][CH2:3][CH2:2]1.O[O:29][S:30]([O-:32])=O.[K+].[CH3:34]O, predict the reaction product. The product is: [CH:1]1([CH2:6][CH:7]([N:16]2[C:24]3[C:19](=[CH:20][CH:21]=[C:22]([S:30]([CH3:34])(=[O:32])=[O:29])[CH:23]=3)[CH2:18][C:17]2=[O:27])[C:8]([NH:10][C:11]2[S:12][CH:13]=[CH:14][N:15]=2)=[O:9])[CH2:5][CH2:4][CH2:3][CH2:2]1. (4) Given the reactants [F:1][C:2]1[CH:3]=[C:4]2[C:8](=[CH:9][CH:10]=1)[NH:7][CH:6]=[C:5]2[CH2:11][CH2:12][NH2:13].[CH3:14][N:15]([CH3:29])[C:16]1([C:23]2[CH:28]=[CH:27][CH:26]=[CH:25][CH:24]=2)[CH2:21][CH2:20][C:19](=O)[CH2:18][CH2:17]1.[BH-](OC(C)=O)(OC(C)=O)OC(C)=O.[Na+].[ClH:44], predict the reaction product. The product is: [ClH:44].[ClH:44].[F:1][C:2]1[CH:3]=[C:4]2[C:8](=[CH:9][CH:10]=1)[NH:7][CH:6]=[C:5]2[CH2:11][CH2:12][NH:13][CH:19]1[CH2:18][CH2:17][C:16]([C:23]2[CH:24]=[CH:25][CH:26]=[CH:27][CH:28]=2)([N:15]([CH3:29])[CH3:14])[CH2:21][CH2:20]1.